Task: Predict the product of the given reaction.. Dataset: Forward reaction prediction with 1.9M reactions from USPTO patents (1976-2016) Given the reactants [CH3:1]/[C:2](=[CH:8]\[C:9](=[O:17])[C:10]1[CH:15]=[CH:14][C:13]([CH3:16])=[CH:12][CH:11]=1)/[C:3]([O:5][CH2:6][CH3:7])=[O:4].[NH4+:18].[OH-], predict the reaction product. The product is: [NH2:18][C:2]([CH3:1])([CH2:8][C:9](=[O:17])[C:10]1[CH:15]=[CH:14][C:13]([CH3:16])=[CH:12][CH:11]=1)[C:3]([O:5][CH2:6][CH3:7])=[O:4].